From a dataset of Full USPTO retrosynthesis dataset with 1.9M reactions from patents (1976-2016). Predict the reactants needed to synthesize the given product. (1) Given the product [CH3:1][O:2][C:3](=[O:21])[CH2:4][C:5]1[CH:6]=[C:7]([C:11]2[C:16]([O:17][CH3:18])=[CH:15][CH:14]=[CH:13][C:12]=2[CH2:19][NH:22][CH2:23][CH2:24][CH2:25][N:26]2[CH2:30][CH2:29][CH2:28][C:27]2=[O:31])[CH:8]=[CH:9][CH:10]=1, predict the reactants needed to synthesize it. The reactants are: [CH3:1][O:2][C:3](=[O:21])[CH2:4][C:5]1[CH:6]=[C:7]([C:11]2[C:16]([O:17][CH3:18])=[CH:15][CH:14]=[CH:13][C:12]=2[CH:19]=O)[CH:8]=[CH:9][CH:10]=1.[NH2:22][CH2:23][CH2:24][CH2:25][N:26]1[CH2:30][CH2:29][CH2:28][C:27]1=[O:31]. (2) The reactants are: [C:1]([O:5][CH2:6][CH2:7][CH2:8][CH2:9][CH2:10][CH2:11][CH2:12][CH2:13][CH2:14][CH2:15][CH2:16][CH2:17][CH2:18][CH2:19][CH2:20][CH2:21][CH2:22][CH2:23][CH2:24][CH2:25][CH2:26][CH3:27])(=[O:4])[CH:2]=[CH2:3].C(O)(=O)C=C.C(S)CCCCCCCCCCC. Given the product [C:1]([OH:5])(=[O:4])[CH:2]=[CH2:3].[C:1]([O:5][CH2:6][CH2:7][CH2:8][CH2:9][CH2:10][CH2:11][CH2:12][CH2:13][CH2:14][CH2:15][CH2:16][CH2:17][CH2:18][CH2:19][CH2:20][CH2:21][CH2:22][CH2:23][CH2:24][CH2:25][CH2:26][CH3:27])(=[O:4])[CH:2]=[CH2:3], predict the reactants needed to synthesize it. (3) Given the product [C:25]([O:29][C:30](=[O:54])[CH2:31][CH2:32][N:33]([C:34]([O:36][C:37]([CH3:40])([CH3:39])[CH3:38])=[O:35])[CH2:41][C:42]([N:43]1[C:51]2[C:46](=[CH:47][C:48]([O:52][CH2:12][C:11]3[CH:14]=[CH:15][C:8]([CH:2]4[CH2:7][CH2:6][CH2:5][CH2:4][CH2:3]4)=[C:9]([N:16]([CH3:18])[CH3:17])[CH:10]=3)=[CH:49][CH:50]=2)[CH2:45][CH2:44]1)=[O:53])([CH3:28])([CH3:27])[CH3:26], predict the reactants needed to synthesize it. The reactants are: Cl.[CH:2]1([C:8]2[CH:15]=[CH:14][C:11]([CH2:12]Cl)=[CH:10][C:9]=2[N:16]([CH3:18])[CH3:17])[CH2:7][CH2:6][CH2:5][CH2:4][CH2:3]1.C(=O)([O-])[O-].[K+].[K+].[C:25]([O:29][C:30](=[O:54])[CH2:31][CH2:32][N:33]([CH2:41][C:42](=[O:53])[N:43]1[C:51]2[C:46](=[CH:47][C:48]([OH:52])=[CH:49][CH:50]=2)[CH2:45][CH2:44]1)[C:34]([O:36][C:37]([CH3:40])([CH3:39])[CH3:38])=[O:35])([CH3:28])([CH3:27])[CH3:26]. (4) Given the product [CH2:1]([N:5]([CH3:22])[C:6]([CH:8]1[CH2:13][CH2:12][C:11]2[C:14]3[C:19]([NH:23][C:24]4[C:33]([O:34][CH3:35])=[CH:32][C:27]5[NH:28][C:29](=[O:31])[S:30][C:26]=5[CH:25]=4)=[N:18][CH:17]=[N:16][C:15]=3[S:21][C:10]=2[CH2:9]1)=[O:7])[CH2:2][CH2:3][CH3:4], predict the reactants needed to synthesize it. The reactants are: [CH2:1]([N:5]([CH3:22])[C:6]([CH:8]1[CH2:13][CH2:12][C:11]2[C:14]3[C:19](Cl)=[N:18][CH:17]=[N:16][C:15]=3[S:21][C:10]=2[CH2:9]1)=[O:7])[CH2:2][CH2:3][CH3:4].[NH2:23][C:24]1[C:33]([O:34][CH3:35])=[CH:32][C:27]2[NH:28][C:29](=[O:31])[S:30][C:26]=2[CH:25]=1. (5) Given the product [CH3:13][O:14][C:15]1[CH:22]=[CH:21][CH:20]=[CH:19][C:16]=1[CH2:17][NH:18][C:7]1[CH:6]=[CH:5][C:4]2[C:9](=[CH:10][CH:11]=[C:2]([CH2:23][CH2:24][C:25]3[CH:30]=[CH:29][CH:28]=[CH:27][CH:26]=3)[CH:3]=2)[N:8]=1, predict the reactants needed to synthesize it. The reactants are: Br[C:2]1[CH:3]=[C:4]2[C:9](=[CH:10][CH:11]=1)[N:8]=[C:7](Cl)[CH:6]=[CH:5]2.[CH3:13][O:14][C:15]1[CH:22]=[CH:21][CH:20]=[CH:19][C:16]=1[CH2:17][NH2:18].[CH2:23]=[CH:24][C:25]1[CH:30]=[CH:29][CH:28]=[CH:27][CH:26]=1. (6) Given the product [C:1]([O:5][C:6]([N:8]([CH3:22])[C:9]1[S:10][C:11]([C:15]([OH:17])=[O:16])=[C:12]([CH3:14])[N:13]=1)=[O:7])([CH3:4])([CH3:2])[CH3:3], predict the reactants needed to synthesize it. The reactants are: [C:1]([O:5][C:6]([NH:8][C:9]1[S:10][C:11]([C:15]([OH:17])=[O:16])=[C:12]([CH3:14])[N:13]=1)=[O:7])([CH3:4])([CH3:3])[CH3:2].[H-].[Na+].IC.[C:22](=O)(O)[O-].[Na+]. (7) Given the product [Cl:1][C:2]1[C:11]([C:12]2([C:13]#[N:14])[CH2:19][CH2:18]2)=[CH:10][CH:9]=[CH:8][C:3]=1[C:4]([O:6][CH3:7])=[O:5], predict the reactants needed to synthesize it. The reactants are: [Cl:1][C:2]1[C:11]([CH2:12][C:13]#[N:14])=[CH:10][CH:9]=[CH:8][C:3]=1[C:4]([O:6][CH3:7])=[O:5].[H-].[Na+].Br[CH2:18][CH2:19]Br.[Cl-].[NH4+].